From a dataset of Reaction yield outcomes from USPTO patents with 853,638 reactions. Predict the reaction yield, written as a fraction of the theoretical maximum amount of product (1.0 means a 100% yield; for example, 0.34 means a 34% yield). (1) The reactants are [N:1]1[C:10]2[C:5](=[CH:6][C:7]([C:11](=[O:13])[CH3:12])=[CH:8][CH:9]=2)[CH:4]=[CH:3][CH:2]=1.[BrH:14].CC(O)=O.BrBr. No catalyst specified. The product is [BrH:14].[Br:14][CH2:12][C:11]([C:7]1[CH:6]=[C:5]2[C:10](=[CH:9][CH:8]=1)[N:1]=[CH:2][CH:3]=[CH:4]2)=[O:13]. The yield is 0.763. (2) The reactants are [C:1]([NH:9][C:10]1[CH:11]=[CH:12][C:13]2[N:17]=[C:16]([S:18][CH2:19][CH2:20][CH2:21][NH:22]C(=O)OC(C)(C)C)[N:15]([CH2:30][CH:31]=[C:32]([CH3:34])[CH3:33])[C:14]=2[CH:35]=1)(=[O:8])[C:2]1[CH:7]=[CH:6][CH:5]=[CH:4][CH:3]=1.[F:36][C:37]([F:42])([F:41])[C:38]([OH:40])=[O:39]. The catalyst is O. The product is [F:36][C:37]([F:42])([F:41])[C:38]([OH:40])=[O:39].[NH2:22][CH2:21][CH2:20][CH2:19][S:18][C:16]1[N:15]([CH2:30][CH:31]=[C:32]([CH3:34])[CH3:33])[C:14]2[CH:35]=[C:10]([NH:9][C:1](=[O:8])[C:2]3[CH:3]=[CH:4][CH:5]=[CH:6][CH:7]=3)[CH:11]=[CH:12][C:13]=2[N:17]=1. The yield is 1.00. (3) The reactants are [Cl:1][C:2]1[CH:3]=[C:4]([CH:6]=[CH:7][C:8]=1[O:9][C:10]1[C:19]2[C:14](=[CH:15][C:16]([O:22][CH3:23])=[C:17]([O:20][CH3:21])[CH:18]=2)[N:13]=[CH:12][CH:11]=1)[NH2:5].C1(C)C=CC=CC=1.[CH2:31]([N:38]=[C:39]=[S:40])[C:32]1[CH:37]=[CH:36][CH:35]=[CH:34][CH:33]=1. The catalyst is C(O)C. The product is [CH2:31]([NH:38][C:39]([NH:5][C:4]1[CH:6]=[CH:7][C:8]([O:9][C:10]2[C:19]3[C:14](=[CH:15][C:16]([O:22][CH3:23])=[C:17]([O:20][CH3:21])[CH:18]=3)[N:13]=[CH:12][CH:11]=2)=[C:2]([Cl:1])[CH:3]=1)=[S:40])[C:32]1[CH:37]=[CH:36][CH:35]=[CH:34][CH:33]=1. The yield is 0.650. (4) The yield is 0.410. The reactants are [F:1][C:2]1[CH:3]=[C:4]([NH:28][C:29]([NH:31][C:32](=[O:40])[CH2:33][C:34]2[CH:39]=[CH:38][CH:37]=[CH:36][CH:35]=2)=[S:30])[CH:5]=[CH:6][C:7]=1[O:8][C:9]1[CH:14]=[CH:13][N:12]=[C:11]2[CH:15]=[C:16]([C:18]3[CH:23]=[CH:22][C:21](S(C)(=O)=O)=[CH:20][CH:19]=3)[S:17][C:10]=12.FC1C=C(N)C=CC=1OC1C=CN=C2C=C(C3C=CC(S(C)(=O)=O)=CC=3)SC=12.NC1C=CC(OC2C=CN=C3C=C(C4C=CC([N:90]5[CH2:95][CH2:94][N:93]([C:96]([O:98][C:99]([CH3:102])([CH3:101])[CH3:100])=[O:97])[CH2:92][CH2:91]5)=CC=4)SC=23)=C(F)C=1. No catalyst specified. The product is [F:1][C:2]1[CH:3]=[C:4]([NH:28][C:29]([NH:31][C:32](=[O:40])[CH2:33][C:34]2[CH:39]=[CH:38][CH:37]=[CH:36][CH:35]=2)=[S:30])[CH:5]=[CH:6][C:7]=1[O:8][C:9]1[CH:14]=[CH:13][N:12]=[C:11]2[CH:15]=[C:16]([C:18]3[CH:19]=[CH:20][C:21]([N:90]4[CH2:91][CH2:92][N:93]([C:96]([O:98][C:99]([CH3:102])([CH3:101])[CH3:100])=[O:97])[CH2:94][CH2:95]4)=[CH:22][CH:23]=3)[S:17][C:10]=12. (5) The product is [CH3:3][N:4]([C:13]1[CH:14]=[C:15]([C:19]2[CH:20]=[N:21][C:22]([CH2:25][CH2:26][C:27]([OH:29])=[O:28])=[N:23][CH:24]=2)[CH:16]=[CH:17][CH:18]=1)[C:5]([NH:7][CH2:8][CH2:9][CH2:10][CH2:11][CH3:12])=[O:6]. The reactants are [OH-].[Li+].[CH3:3][N:4]([C:13]1[CH:14]=[C:15]([C:19]2[CH:20]=[N:21][C:22]([CH2:25][CH2:26][C:27]([O:29]C)=[O:28])=[N:23][CH:24]=2)[CH:16]=[CH:17][CH:18]=1)[C:5]([NH:7][CH2:8][CH2:9][CH2:10][CH2:11][CH3:12])=[O:6].O. The catalyst is O1CCCC1. The yield is 0.480. (6) The reactants are [Br:1][C:2]1[CH:7]=[CH:6][C:5]([O:8][CH3:9])=[CH:4][C:3]=1[NH2:10].C(O[CH:14]=[C:15]([C:21]([O:23][CH2:24][CH3:25])=[O:22])[C:16]([O:18][CH2:19][CH3:20])=[O:17])C. No catalyst specified. The product is [CH2:19]([O:18][C:16](=[O:17])[C:15](=[CH:14][NH:10][C:3]1[CH:4]=[C:5]([O:8][CH3:9])[CH:6]=[CH:7][C:2]=1[Br:1])[C:21]([O:23][CH2:24][CH3:25])=[O:22])[CH3:20]. The yield is 0.810. (7) The reactants are [NH2:1][C:2]1[C:11]2[C:6](=[C:7](Br)[CH:8]=[CH:9][CH:10]=2)[N:5]=[N:4][C:3]=1[C:13]([NH:15][CH2:16][CH2:17][CH3:18])=[O:14].[CH3:19][O:20][C:21]1[CH:22]=[N:23][CH:24]=[C:25](B2OC(C)(C)C(C)(C)O2)[CH:26]=1. No catalyst specified. The product is [NH2:1][C:2]1[C:11]2[C:6](=[C:7]([C:25]3[CH:24]=[N:23][CH:22]=[C:21]([O:20][CH3:19])[CH:26]=3)[CH:8]=[CH:9][CH:10]=2)[N:5]=[N:4][C:3]=1[C:13]([NH:15][CH2:16][CH2:17][CH3:18])=[O:14]. The yield is 0.770. (8) The reactants are [F:1][C:2]1[C:3]([CH2:9]O)=[N:4][CH:5]=[C:6]([F:8])[CH:7]=1.S(Cl)([Cl:13])=O. The catalyst is ClCCl.CN(C)C=O. The product is [ClH:13].[Cl:13][CH2:9][C:3]1[C:2]([F:1])=[CH:7][C:6]([F:8])=[CH:5][N:4]=1. The yield is 0.780. (9) The reactants are [N+:1]1([O-])[C:6]2[CH:7]=[CH:8][CH:9]=[CH:10][C:5]=2[N:4]=[C:3]([NH2:11])[N:2]=1.[O-]S(S([O-])=O)=O.[Na+].[Na+]. The catalyst is CCO. The product is [N:1]1[C:6]2[CH:7]=[CH:8][CH:9]=[CH:10][C:5]=2[N:4]=[C:3]([NH2:11])[N:2]=1. The yield is 0.670. (10) The reactants are [CH3:1][N+:2]([O-:4])=[O:3].CO[Na].[CH3:8][N:9]1[CH2:14][CH2:13][C:12](=[O:15])[CH2:11][CH2:10]1. The catalyst is CCO. The product is [CH3:8][N:9]1[CH2:14][CH2:13][C:12]([CH2:1][N+:2]([O-:4])=[O:3])([OH:15])[CH2:11][CH2:10]1. The yield is 0.404.